Dataset: Catalyst prediction with 721,799 reactions and 888 catalyst types from USPTO. Task: Predict which catalyst facilitates the given reaction. (1) Reactant: Cl[C:2]1[CH:9]=[CH:8][C:7]([N+:10]([O-:12])=[O:11])=[CH:6][C:3]=1[CH:4]=O.[NH2:13][NH2:14].CCN(C(C)C)C(C)C.[CH2:24]([OH:26])[CH3:25]. Product: [N+:10]([C:7]1[CH:6]=[C:3]2[C:2](=[CH:9][CH:8]=1)[N:14]([CH2:25][CH2:24][OH:26])[N:13]=[CH:4]2)([O-:12])=[O:11]. The catalyst class is: 25. (2) Reactant: [O:1]=[C:2]1[N:10]([CH:11]2[CH2:16][CH2:15][N:14]([C:17]([O:19][C:20]([CH3:23])([CH3:22])[CH3:21])=[O:18])[CH2:13][CH2:12]2)[C:5]2=[N:6][CH:7]=[CH:8][CH:9]=[C:4]2[NH:3]1.[H-].[Na+].Br[CH2:27][C:28]([O:30][C:31]([CH3:34])([CH3:33])[CH3:32])=[O:29]. Product: [C:31]([O:30][C:28](=[O:29])[CH2:27][N:3]1[C:4]2[C:5](=[N:6][CH:7]=[CH:8][CH:9]=2)[N:10]([CH:11]2[CH2:12][CH2:13][N:14]([C:17]([O:19][C:20]([CH3:23])([CH3:22])[CH3:21])=[O:18])[CH2:15][CH2:16]2)[C:2]1=[O:1])([CH3:34])([CH3:33])[CH3:32]. The catalyst class is: 1. (3) Reactant: [CH3:1][C:2]1([CH3:22])[O:7][C:6](=[O:8])[NH:5][C:4]2[CH:9]=[CH:10][C:11]([C:13]3[CH:14]=[C:15]([CH:18]=[C:19]([F:21])[CH:20]=3)[C:16]#[N:17])=[CH:12][C:3]1=2.[C:23](O[C:23]([O:25][C:26]([CH3:29])([CH3:28])[CH3:27])=[O:24])([O:25][C:26]([CH3:29])([CH3:28])[CH3:27])=[O:24]. Product: [C:26]([O:25][C:23]([N:5]1[C:4]2[CH:9]=[CH:10][C:11]([C:13]3[CH:20]=[C:19]([F:21])[CH:18]=[C:15]([C:16]#[N:17])[CH:14]=3)=[CH:12][C:3]=2[C:2]([CH3:22])([CH3:1])[O:7][C:6]1=[O:8])=[O:24])([CH3:29])([CH3:28])[CH3:27]. The catalyst class is: 840.